From a dataset of Full USPTO retrosynthesis dataset with 1.9M reactions from patents (1976-2016). Predict the reactants needed to synthesize the given product. (1) Given the product [Br:12][C:13]1[CH:21]=[CH:20][C:16]([C:17]2[O:11][C:3]3[CH:4]=[C:5]([N+:8]([O-:10])=[O:9])[CH:6]=[CH:7][C:2]=3[N:1]=2)=[CH:15][CH:14]=1, predict the reactants needed to synthesize it. The reactants are: [NH2:1][C:2]1[CH:7]=[CH:6][C:5]([N+:8]([O-:10])=[O:9])=[CH:4][C:3]=1[OH:11].[Br:12][C:13]1[CH:21]=[CH:20][C:16]([C:17](Cl)=O)=[CH:15][CH:14]=1.[OH-].[Na+]. (2) Given the product [CH2:27]([O:26][C:20]1[CH:21]=[C:22]([C:23](=[O:25])[NH:67][C:68]2[NH:69][CH:70]=[CH:71][N:72]=2)[C:16]2[NH:15][C:14]([NH:13][C:11]([C:3]3[N:2]=[CH:1][C:10]4[C:5]([CH:4]=3)=[CH:6][CH:7]=[CH:8][CH:9]=4)=[O:12])=[N:18][C:17]=2[CH:19]=1)[CH3:28], predict the reactants needed to synthesize it. The reactants are: [CH:1]1[C:10]2[C:5](=[CH:6][CH:7]=[CH:8][CH:9]=2)[CH:4]=[C:3]([C:11]([NH:13][C:14]2[NH:18][C:17]3[CH:19]=[C:20]([O:26][CH2:27][CH3:28])[CH:21]=[C:22]([C:23]([OH:25])=O)[C:16]=3[N:15]=2)=[O:12])[N:2]=1.CN(C(ON1N=NC2C=CC=CC1=2)=[N+](C)C)C.F[P-](F)(F)(F)(F)F.CCN(C(C)C)C(C)C.S(O)(O)(=O)=O.[NH2:67][C:68]1[NH:69][CH:70]=[CH:71][N:72]=1.